Dataset: Catalyst prediction with 721,799 reactions and 888 catalyst types from USPTO. Task: Predict which catalyst facilitates the given reaction. (1) Reactant: C(OC(=O)[NH:7][C:8]1[CH:13]=[CH:12][CH:11]=[C:10]([O:14][C:15]2C(C(=O)NC3C=CC=CC=3)=CN=C(S(C)(=O)=O)N=2)[CH:9]=1)(C)(C)C.[N-]=[N+]=[N-].[Na+]. Product: [CH3:15][O:14][C:10]1[CH:9]=[C:8]([CH:13]=[CH:12][CH:11]=1)[NH2:7]. The catalyst class is: 3. (2) Reactant: [C:1]([N:4]1[C:13]2[C:8](=[CH:9][CH:10]=[CH:11][CH:12]=2)[C@H:7]([OH:14])[CH2:6][C@@H:5]1[CH3:15])(=[O:3])[CH3:2].[H-].[Na+].[CH2:18](Br)[C:19]1[CH:24]=[CH:23][CH:22]=[CH:21][CH:20]=1.O. Product: [C:1]([N:4]1[C:13]2[C:8](=[CH:9][CH:10]=[CH:11][CH:12]=2)[C@H:7]([O:14][CH2:18][C:19]2[CH:24]=[CH:23][CH:22]=[CH:21][CH:20]=2)[CH2:6][C@@H:5]1[CH3:15])(=[O:3])[CH3:2]. The catalyst class is: 7. (3) Reactant: C(N(CC)CC)C.[C:8](N1C=CN=C1)(N1C=CN=C1)=[O:9].[CH3:20][C:21]([C:24]1[CH:25]=[C:26]([S:30]([N:33]2[C:41]3[C:36](=[CH:37][C:38]([C:42]([F:45])([F:44])[F:43])=[CH:39][CH:40]=3)[CH:35]=[C:34]2[CH2:46][C:47]2[CH:56]=[CH:55][C:50]([C:51]([NH:53][NH2:54])=[O:52])=[CH:49][CH:48]=2)(=[O:32])=[O:31])[CH:27]=[CH:28][CH:29]=1)([CH3:23])[CH3:22]. Product: [CH3:23][C:21]([C:24]1[CH:25]=[C:26]([S:30]([N:33]2[C:41]3[C:36](=[CH:37][C:38]([C:42]([F:43])([F:44])[F:45])=[CH:39][CH:40]=3)[CH:35]=[C:34]2[CH2:46][C:47]2[CH:48]=[CH:49][C:50]([C:51]3[O:52][C:8](=[O:9])[NH:54][N:53]=3)=[CH:55][CH:56]=2)(=[O:32])=[O:31])[CH:27]=[CH:28][CH:29]=1)([CH3:20])[CH3:22]. The catalyst class is: 46. (4) Reactant: [Br:1][C:2]1C2C(=CC=CC=2)[C:5]([C:12]2(C=COC)[CH:17]=[CH:16][CH:15]=[CH:14][CH2:13]2)=[CH:4][CH:3]=1.CS(O)(=O)=O.C(=O)([O-])[O-].[K+].[K+]. Product: [Br:1][C:2]1[C:13]2[CH:14]=[CH:15][CH:16]=[CH:17][C:12]=2[C:5]2[C:17]3[CH:16]=[CH:15][CH:14]=[CH:13][C:12]=3[CH:5]=[CH:4][C:4]=2[CH:3]=1. The catalyst class is: 4. (5) Reactant: [Cl:1][C:2]1[CH:7]=[CH:6][C:5]([NH:8]C(=O)C(C)(C)C)=[C:4]([C:15](=[O:26])[C:16]2[CH:21]=[CH:20][CH:19]=[C:18]([O:22][CH3:23])[C:17]=2[CH2:24][CH3:25])[CH:3]=1.[OH-].[K+].C(O)C. Product: [NH2:8][C:5]1[CH:6]=[CH:7][C:2]([Cl:1])=[CH:3][C:4]=1[C:15]([C:16]1[CH:21]=[CH:20][CH:19]=[C:18]([O:22][CH3:23])[C:17]=1[CH2:24][CH3:25])=[O:26]. The catalyst class is: 5.